Dataset: Catalyst prediction with 721,799 reactions and 888 catalyst types from USPTO. Task: Predict which catalyst facilitates the given reaction. (1) Reactant: [I-].[CH2:2]([N+:6]1[C:10]([CH3:11])=[C:9]([CH3:12])[S:8][C:7]=1[CH3:13])[CH2:3][CH2:4][CH3:5].[CH3:14][C:15]1[CH:19]=[CH:18][S:17][C:16]=1[C:20](Cl)=[O:21]. Product: [CH2:2]([N:6]1[C:10]([CH3:11])=[C:9]([CH3:12])[S:8]/[C:7]/1=[CH:13]\[C:20]([C:16]1[S:17][CH:18]=[CH:19][C:15]=1[CH3:14])=[O:21])[CH2:3][CH2:4][CH3:5]. The catalyst class is: 142. (2) Reactant: C([O:3][C:4]([C:6]1[C:7]([C:12]([F:15])([F:14])[F:13])=[N:8][N:9](C)[CH:10]=1)=O)C.[H-].[H-].[H-].[H-].[Li+].[Al+3].[CH2:22](OCC)C. Product: [CH3:22][N:8]1[C:7]([C:12]([F:15])([F:14])[F:13])=[C:6]([CH2:4][OH:3])[CH:10]=[N:9]1. The catalyst class is: 1.